Dataset: hERG potassium channel inhibition data for cardiac toxicity prediction from Karim et al.. Task: Regression/Classification. Given a drug SMILES string, predict its toxicity properties. Task type varies by dataset: regression for continuous values (e.g., LD50, hERG inhibition percentage) or binary classification for toxic/non-toxic outcomes (e.g., AMES mutagenicity, cardiotoxicity, hepatotoxicity). Dataset: herg_karim. (1) The compound is Nc1ccc(-c2nnc(C3CCN(Cc4ccc(-c5nc6nc(N7CCN(CCO)CC7)ncc6cc5-c5ccccc5)cc4)CC3)[nH]2)cn1. The result is 1 (blocker). (2) The drug is C[C@@H](O)C(=O)NC1CC(C)(C)Oc2nc(-c3ccc(Cl)cc3Cl)c(-c3ccc(Cl)cc3)cc21. The result is 1 (blocker). (3) The compound is Cc1noc(C)c1S(=O)(=O)NCCCN1CC2CN(Cc3ccc(C#N)cc3)CC(C1)O2. The result is 0 (non-blocker). (4) The drug is O=C(c1ccc(F)cc1F)N1CCN(c2ccc(OCCCN3CCCCCC3)cc2)C(=O)C1.O=CO. The result is 0 (non-blocker). (5) The drug is Cc1ncoc1-c1nnc(SCCCN2CC3CC3(c3cc(F)cc(C(F)(F)F)c3)C2)n1C.Cl. The result is 1 (blocker). (6) The compound is COc1cccc2c1nc(N)n1nc(CN3CCN(c4cnn(C(C)(C)C)c4)C[C@H]3C)nc21. The result is 0 (non-blocker). (7) The molecule is N#CCCCOc1ccc2ncc(F)c(CCC34CCC(NCc5ccc6c(n5)NC(=O)CO6)(CC3)CO4)c2n1. The result is 1 (blocker).